Dataset: Reaction yield outcomes from USPTO patents with 853,638 reactions. Task: Predict the reaction yield, written as a fraction of the theoretical maximum amount of product (1.0 means a 100% yield; for example, 0.34 means a 34% yield). (1) The reactants are [CH:1]12[O:7][CH:2]1[CH2:3][CH2:4][CH2:5][CH2:6]2.[CH2:8]([NH2:15])[C:9]1[CH:14]=[CH:13][CH:12]=[CH:11][CH:10]=1. No catalyst specified. The product is [CH2:8]([NH:15][C@@H:2]1[CH2:3][CH2:4][CH2:5][CH2:6][C@H:1]1[OH:7])[C:9]1[CH:14]=[CH:13][CH:12]=[CH:11][CH:10]=1. The yield is 0.620. (2) The reactants are [Br:1][C:2]1[CH:7]=[CH:6][C:5]([S:8](Cl)(=[O:10])=[O:9])=[C:4]([CH3:12])[CH:3]=1.[NH2:13][C:14]1[C:15]([CH3:21])=[N:16][N:17]([CH3:20])[C:18]=1[CH3:19]. The catalyst is N1C=CC=CC=1. The product is [Br:1][C:2]1[CH:7]=[CH:6][C:5]([S:8]([NH:13][C:14]2[C:15]([CH3:21])=[N:16][N:17]([CH3:20])[C:18]=2[CH3:19])(=[O:10])=[O:9])=[C:4]([CH3:12])[CH:3]=1. The yield is 0.930. (3) The reactants are [Cl-].O[NH3+:3].[C:4](=[O:7])([O-])[OH:5].[Na+].CS(C)=O.[CH2:13]([C:17]1[N:18]=[C:19]([CH3:46])[N:20]([C:39]2[CH:44]=[CH:43][C:42]([Cl:45])=[CH:41][CH:40]=2)[C:21](=[O:38])[C:22]=1[CH2:23][C:24]1[CH:29]=[CH:28][C:27]([C:30]2[C:31]([C:36]#[N:37])=[CH:32][CH:33]=[CH:34][CH:35]=2)=[CH:26][CH:25]=1)[CH2:14][CH2:15][CH3:16]. The catalyst is O.C(OCC)(=O)C. The product is [CH2:13]([C:17]1[N:18]=[C:19]([CH3:46])[N:20]([C:39]2[CH:44]=[CH:43][C:42]([Cl:45])=[CH:41][CH:40]=2)[C:21](=[O:38])[C:22]=1[CH2:23][C:24]1[CH:25]=[CH:26][C:27]([C:30]2[CH:35]=[CH:34][CH:33]=[CH:32][C:31]=2[C:36]2[NH:3][C:4](=[O:7])[O:5][N:37]=2)=[CH:28][CH:29]=1)[CH2:14][CH2:15][CH3:16]. The yield is 0.550.